From a dataset of Forward reaction prediction with 1.9M reactions from USPTO patents (1976-2016). Predict the product of the given reaction. (1) Given the reactants [C:1]([C:3]1[CH:4]=[C:5]([C:9]2[N:10]([CH2:22][CH2:23][CH2:24][CH2:25][C:26](N(OC)C)=[O:27])[CH:11]=[C:12]3[C:17]=2[C:16](=[O:18])[N:15]([CH3:19])[C:14](=[O:20])[N:13]3[CH3:21])[CH:6]=[CH:7][CH:8]=1)#[N:2].Br[C:33]1[S:34][CH:35]=[C:36]([Cl:38])[N:37]=1, predict the reaction product. The product is: [Cl:38][C:36]1[N:37]=[C:33]([C:26](=[O:27])[CH2:25][CH2:24][CH2:23][CH2:22][N:10]2[C:9]([C:5]3[CH:4]=[C:3]([CH:8]=[CH:7][CH:6]=3)[C:1]#[N:2])=[C:17]3[C:12]([N:13]([CH3:21])[C:14](=[O:20])[N:15]([CH3:19])[C:16]3=[O:18])=[CH:11]2)[S:34][CH:35]=1. (2) Given the reactants [Cl-].[NH4+].[Br:3][C:4]1[N:9]=[C:8]([N+:10]([O-])=O)[C:7]([O:13][CH2:14][C:15]([O:17]CC)=O)=[CH:6][CH:5]=1, predict the reaction product. The product is: [Br:3][C:4]1[CH:5]=[CH:6][C:7]2[O:13][CH2:14][C:15](=[O:17])[NH:10][C:8]=2[N:9]=1. (3) Given the reactants Cl[C:2]1[C:3]2[C:10]([I:11])=[C:9]([C:12]#[C:13][CH3:14])[S:8][C:4]=2[N:5]=[CH:6][N:7]=1.[OH:15][C@H:16]([CH2:22][C:23]1[CH:28]=[CH:27][CH:26]=[CH:25][C:24]=1[O:29][CH:30]1[CH2:35][CH2:34][CH2:33][CH2:32][O:31]1)[C:17]([O:19][CH2:20][CH3:21])=[O:18].C([O-])([O-])=O.[Cs+].[Cs+].C(O)(C)(C)C, predict the reaction product. The product is: [I:11][C:10]1[C:3]2[C:2]([O:15][C@H:16]([CH2:22][C:23]3[CH:28]=[CH:27][CH:26]=[CH:25][C:24]=3[O:29][CH:30]3[CH2:35][CH2:34][CH2:33][CH2:32][O:31]3)[C:17]([O:19][CH2:20][CH3:21])=[O:18])=[N:7][CH:6]=[N:5][C:4]=2[S:8][C:9]=1[C:12]#[C:13][CH3:14]. (4) Given the reactants Br[CH2:2][CH2:3][C:4]([NH:6][C:7]1[CH:12]=[CH:11][C:10]([F:13])=[CH:9][CH:8]=1)=[O:5].O1CCOCCOCCOCCOCCOCC1.[OH-].[K+].[Cl-].[NH4+], predict the reaction product. The product is: [F:13][C:10]1[CH:11]=[CH:12][C:7]([N:6]2[CH2:2][CH2:3][C:4]2=[O:5])=[CH:8][CH:9]=1. (5) Given the reactants Cl[C:2]1[C:11]2[C:6](=[CH:7][C:8]([S:12]([N:15](CC3C=CC(OC)=CC=3OC)[C:16]3[S:20][N:19]=[CH:18][N:17]=3)(=[O:14])=[O:13])=[CH:9][CH:10]=2)[N:5]=[CH:4][CH:3]=1.[Cl:32][C:33]1[CH:38]=[CH:37][C:36](B(O)O)=[C:35]([CH3:42])[CH:34]=1.P([O-])([O-])([O-])=O.[K+].[K+].[K+].O1CCOCC1, predict the reaction product. The product is: [Cl:32][C:33]1[CH:38]=[CH:37][C:36]([C:2]2[C:11]3[C:6](=[CH:7][C:8]([S:12]([NH:15][C:16]4[S:20][N:19]=[CH:18][N:17]=4)(=[O:13])=[O:14])=[CH:9][CH:10]=3)[N:5]=[CH:4][CH:3]=2)=[C:35]([CH3:42])[CH:34]=1.